This data is from Forward reaction prediction with 1.9M reactions from USPTO patents (1976-2016). The task is: Predict the product of the given reaction. (1) Given the reactants [CH3:1][O:2][C:3]1[CH:10]=[CH:9][CH:8]=[CH:7][C:4]=1[CH:5]=O.CO[CH:13](OC)[CH2:14][NH2:15].ClC(OCC)=O.P(OC)(OC)OC.[OH-].[Na+], predict the reaction product. The product is: [CH3:1][O:2][C:3]1[CH:10]=[CH:9][CH:8]=[C:7]2[C:4]=1[CH:5]=[N:15][CH:14]=[CH:13]2. (2) Given the reactants [C:1]([O:4][CH2:5][C@H:6]1[CH2:11][C@@H:10]([O:12][Si:13]([C:26]([CH3:29])([CH3:28])[CH3:27])([C:20]2[CH:25]=[CH:24][CH:23]=[CH:22][CH:21]=2)[C:14]2[CH:19]=[CH:18][CH:17]=[CH:16][CH:15]=2)[CH2:9][CH2:8][C@@:7]1([C@H:31]1[CH2:39][CH2:38][C@@:37]2([CH3:40])[C@@H:33]([CH2:34][CH2:35][C@@:36]2([OH:46])[C:41]2[S:42][CH:43]=[CH:44][N:45]=2)[C@@H:32]1[CH2:47]O)[CH3:30])(=[O:3])[CH3:2].CS(Cl)(=O)=O.[N-:54]=[N+:55]=[N-:56].[Na+], predict the reaction product. The product is: [C:1]([O:4][CH2:5][C@H:6]1[CH2:11][C@@H:10]([O:12][Si:13]([C:26]([CH3:28])([CH3:29])[CH3:27])([C:20]2[CH:25]=[CH:24][CH:23]=[CH:22][CH:21]=2)[C:14]2[CH:15]=[CH:16][CH:17]=[CH:18][CH:19]=2)[CH2:9][CH2:8][C@@:7]1([C@H:31]1[CH2:39][CH2:38][C@@:37]2([CH3:40])[C@@H:33]([CH2:34][CH2:35][C@@:36]2([OH:46])[C:41]2[S:42][CH:43]=[CH:44][N:45]=2)[C@@H:32]1[CH2:47][N:54]=[N+:55]=[N-:56])[CH3:30])(=[O:3])[CH3:2].